Task: Binary Classification. Given a T-cell receptor sequence (or CDR3 region) and an epitope sequence, predict whether binding occurs between them.. Dataset: TCR-epitope binding with 47,182 pairs between 192 epitopes and 23,139 TCRs Result: 1 (the TCR binds to the epitope). The TCR CDR3 sequence is CASAQIGPYQYF. The epitope is EPLPQGQLTAY.